From a dataset of Full USPTO retrosynthesis dataset with 1.9M reactions from patents (1976-2016). Predict the reactants needed to synthesize the given product. (1) Given the product [C:1]1([S:7]([N:10]2[C:14]3[CH:15]=[N:16][C:17]([C:20]#[N:21])=[C:18]([OH:19])[C:13]=3[C:12]3[CH:22]=[C:23]([C:31]4[CH:30]=[N:29][N:28]([CH3:27])[CH:32]=4)[CH:24]=[N:25][C:11]2=3)(=[O:9])=[O:8])[CH:6]=[CH:5][CH:4]=[CH:3][CH:2]=1, predict the reactants needed to synthesize it. The reactants are: [C:1]1([S:7]([N:10]2[C:14]3[CH:15]=[N:16][C:17]([C:20]#[N:21])=[C:18]([OH:19])[C:13]=3[C:12]3[CH:22]=[C:23](Br)[CH:24]=[N:25][C:11]2=3)(=[O:9])=[O:8])[CH:6]=[CH:5][CH:4]=[CH:3][CH:2]=1.[CH3:27][N:28]1[CH:32]=[C:31](B2OC(C)(C)C(C)(C)O2)[CH:30]=[N:29]1.Cl. (2) Given the product [CH:1]1([N:6]2[C:11]3[N:12]=[C:13]([NH:17][CH2:18][CH3:19])[N:14]=[C:15]([CH3:16])[C:10]=3[CH:9]=[C:8]([CH2:20][CH2:21][C:22]([OH:24])=[O:23])[C:7]2=[O:27])[CH2:2][CH2:3][CH2:4][CH2:5]1, predict the reactants needed to synthesize it. The reactants are: [CH:1]1([N:6]2[C:11]3[N:12]=[C:13]([NH:17][CH2:18][CH3:19])[N:14]=[C:15]([CH3:16])[C:10]=3[CH:9]=[C:8]([CH2:20][CH2:21][C:22]([O:24]CC)=[O:23])[C:7]2=[O:27])[CH2:5][CH2:4][CH2:3][CH2:2]1.[OH-].[Li+].Cl. (3) Given the product [CH3:1][O:2][C:3]([C:5]1[CH:6]=[C:7]([C:12]2[CH:17]=[CH:16][C:15]([CH3:18])=[CH:14][C:13]=2[F:19])[CH:8]=[C:9]([C:27]2[N:23]([CH:20]([CH3:22])[CH3:21])[N:24]=[CH:25][CH:26]=2)[CH:10]=1)=[O:4], predict the reactants needed to synthesize it. The reactants are: [CH3:1][O:2][C:3]([C:5]1[CH:6]=[C:7]([C:12]2[CH:17]=[CH:16][C:15]([CH3:18])=[CH:14][C:13]=2[F:19])[CH:8]=[C:9](I)[CH:10]=1)=[O:4].[CH:20]([N:23]1[C:27](B(O)O)=[CH:26][CH:25]=[N:24]1)([CH3:22])[CH3:21].CC([O-])=O.[K+].COCCOC. (4) Given the product [CH3:53][O:52][C:50]([NH:1][CH2:2][CH2:3][O:4][CH:5]([C:35]1[CH:40]=[CH:39][CH:38]=[C:37]([Cl:41])[CH:36]=1)[C:6]1[CH:7]=[C:8]([CH:32]=[CH:33][CH:34]=1)[C:9]([NH:11][C@@H:12]([CH2:25][CH:26]1[CH2:27][CH2:28][CH2:29][CH2:30][CH2:31]1)[CH2:13][N:14]([CH3:24])[C:15](=[O:23])[O:16][CH2:17][CH2:18][Si:19]([CH3:22])([CH3:21])[CH3:20])=[O:10])=[O:51], predict the reactants needed to synthesize it. The reactants are: [NH2:1][CH2:2][CH2:3][O:4][CH:5]([C:35]1[CH:40]=[CH:39][CH:38]=[C:37]([Cl:41])[CH:36]=1)[C:6]1[CH:7]=[C:8]([CH:32]=[CH:33][CH:34]=1)[C:9]([NH:11][C@@H:12]([CH2:25][CH:26]1[CH2:31][CH2:30][CH2:29][CH2:28][CH2:27]1)[CH2:13][N:14]([CH3:24])[C:15](=[O:23])[O:16][CH2:17][CH2:18][Si:19]([CH3:22])([CH3:21])[CH3:20])=[O:10].C(N(CC)CC)C.Cl[C:50]([O:52][CH3:53])=[O:51]. (5) The reactants are: [Zn](C)[CH3:2].[CH2:4]([O:11][C:12]([N:14]1[CH2:19][CH2:18][CH2:17][CH:16]([CH:20]=[O:21])[CH2:15]1)=[O:13])[C:5]1[CH:10]=[CH:9][CH:8]=[CH:7][CH:6]=1. Given the product [CH2:4]([O:11][C:12]([N:14]1[CH2:19][CH2:18][CH2:17][C@@H:16]([C@@H:20]([OH:21])[CH3:2])[CH2:15]1)=[O:13])[C:5]1[CH:10]=[CH:9][CH:8]=[CH:7][CH:6]=1, predict the reactants needed to synthesize it.